This data is from Catalyst prediction with 721,799 reactions and 888 catalyst types from USPTO. The task is: Predict which catalyst facilitates the given reaction. (1) Reactant: C(O)=O.[C:4]([O:7][C:8](=O)[CH3:9])(=[O:6])C.[C:11]([O:15][C:16](=[O:36])[NH:17][C@@H:18]([CH2:26][NH:27]OCC1C=CC=CC=1)[CH2:19][C:20]1[CH:25]=[CH:24][CH:23]=[CH:22][CH:21]=1)([CH3:14])([CH3:13])[CH3:12].C([O-])(O)=O.[Na+]. Product: [C:11]([O:15][C:16](=[O:36])[NH:17][C@@H:18]([CH2:26][NH:27][C:4]([O:7][CH2:8][C:9]1[CH:21]=[CH:20][CH:19]=[CH:18][CH:26]=1)=[O:6])[CH2:19][C:20]1[CH:25]=[CH:24][CH:23]=[CH:22][CH:21]=1)([CH3:12])([CH3:13])[CH3:14]. The catalyst class is: 4. (2) Reactant: [Si]([O:18][CH2:19][CH2:20][C:21]1([C:50]2[CH:55]=[CH:54][CH:53]=[CH:52][CH:51]=2)[N:25]([C:26]2[S:27][C:28]3[CH2:29][N:30](C(OC(C)(C)C)=O)[CH2:31][CH2:32][C:33]=3[N:34]=2)[N:24]=[C:23]([C:42]2[CH:47]=[C:46]([F:48])[CH:45]=[CH:44][C:43]=2[F:49])[S:22]1)(C(C)(C)C)(C1C=CC=CC=1)C1C=CC=CC=1.Cl.O1CCOCC1.O. Product: [F:49][C:43]1[CH:44]=[CH:45][C:46]([F:48])=[CH:47][C:42]=1[C:23]1[S:22][C:21]([CH2:20][CH2:19][OH:18])([C:50]2[CH:51]=[CH:52][CH:53]=[CH:54][CH:55]=2)[N:25]([C:26]2[S:27][C:28]3[CH2:29][NH:30][CH2:31][CH2:32][C:33]=3[N:34]=2)[N:24]=1. The catalyst class is: 12. (3) Reactant: [Cl:1][C:2]1[CH:35]=[CH:34][C:5]([CH2:6][CH2:7][NH:8][C:9]([C:11]2[CH:33]=[CH:32][C:14]([O:15][C:16]3[CH:21]=[CH:20][C:19]([CH2:22][C:23]([O:25]C(C)(C)C)=[O:24])=[CH:18][C:17]=3[C:30]#[N:31])=[CH:13][CH:12]=2)=[O:10])=[CH:4][CH:3]=1.C(O)(C(F)(F)F)=O. Product: [Cl:1][C:2]1[CH:3]=[CH:4][C:5]([CH2:6][CH2:7][NH:8][C:9]([C:11]2[CH:12]=[CH:13][C:14]([O:15][C:16]3[CH:21]=[CH:20][C:19]([CH2:22][C:23]([OH:25])=[O:24])=[CH:18][C:17]=3[C:30]#[N:31])=[CH:32][CH:33]=2)=[O:10])=[CH:34][CH:35]=1. The catalyst class is: 2. (4) Reactant: [Cl:1][C:2]1[CH:10]=[C:9]2[C:5]([C:6]([C:11]([N:13]3[CH2:18][CH2:17][CH:16]([N:19]4[C:27]5[C:22](=[CH:23][CH:24]=[CH:25][CH:26]=5)[CH2:21][C:20]4=[O:28])[CH2:15][CH2:14]3)=[O:12])=[CH:7][NH:8]2)=[CH:4][CH:3]=1.[H-].[Na+].Cl[CH2:32][C:33]([N:35]([CH2:38][CH3:39])[CH2:36][CH3:37])=[O:34].C(N(CC)CC)C. Product: [Cl:1][C:2]1[CH:10]=[C:9]2[C:5]([C:6]([C:11]([N:13]3[CH2:18][CH2:17][CH:16]([N:19]4[C:27]5[C:22](=[CH:23][CH:24]=[CH:25][CH:26]=5)[CH2:21][C:20]4=[O:28])[CH2:15][CH2:14]3)=[O:12])=[CH:7][N:8]2[CH2:32][C:33]([N:35]([CH2:38][CH3:39])[CH2:36][CH3:37])=[O:34])=[CH:4][CH:3]=1. The catalyst class is: 3. (5) Reactant: [N+:1]([C:4]1[CH:5]=[N:6][CH:7]=[CH:8][C:9]=1[C:10]1[O:15][C@H:14]([CH2:16][OH:17])[C@@H:13]([O:18][Si:19]([CH:26]([CH3:28])[CH3:27])([CH:23]([CH3:25])[CH3:24])[CH:20]([CH3:22])[CH3:21])[C@H:12]([O:29][Si:30]([CH:37]([CH3:39])[CH3:38])([CH:34]([CH3:36])[CH3:35])[CH:31]([CH3:33])[CH3:32])[CH:11]=1)([O-:3])=[O:2].CC(OI1(OC(C)=O)(OC(C)=O)OC(=O)C2C=CC=CC1=2)=O. Product: [N+:1]([C:4]1[CH:5]=[N:6][CH:7]=[CH:8][C:9]=1[C:10]1[O:15][C@H:14]([CH:16]=[O:17])[C@@H:13]([O:18][Si:19]([CH:26]([CH3:27])[CH3:28])([CH:20]([CH3:21])[CH3:22])[CH:23]([CH3:24])[CH3:25])[C@H:12]([O:29][Si:30]([CH:31]([CH3:33])[CH3:32])([CH:34]([CH3:36])[CH3:35])[CH:37]([CH3:39])[CH3:38])[CH:11]=1)([O-:3])=[O:2]. The catalyst class is: 2. (6) Reactant: [Br:1][C:2]1[CH:3]=[C:4]2[C:10]([C:11]3[CH:15]=[CH:14][O:13][CH:12]=3)=[C:9]([Si](C)(C)C)[NH:8][C:5]2=[N:6][CH:7]=1.CCCC[N+](CCCC)(CCCC)CCCC.[F-]. Product: [Br:1][C:2]1[CH:3]=[C:4]2[C:10]([C:11]3[CH:15]=[CH:14][O:13][CH:12]=3)=[CH:9][NH:8][C:5]2=[N:6][CH:7]=1. The catalyst class is: 1. (7) Reactant: [F:1][CH:2]([F:20])[C:3]1[C:4]([C:10]2[CH:11]=[N:12][C:13]([C:16]([F:19])([F:18])[F:17])=[N:14][CH:15]=2)=[CH:5][C:6]([CH3:9])=[N:7][CH:8]=1.C1C(=O)N([Br:28])C(=O)C1.CC(N=NC(C#N)(C)C)(C#N)C. Product: [Br:28][CH2:9][C:6]1[CH:5]=[C:4]([C:10]2[CH:15]=[N:14][C:13]([C:16]([F:19])([F:18])[F:17])=[N:12][CH:11]=2)[C:3]([CH:2]([F:1])[F:20])=[CH:8][N:7]=1. The catalyst class is: 155. (8) The catalyst class is: 5. Product: [O:16]([C:17]1[C:21]([CH2:22][C:23]2[CH:28]=[CH:27][C:26](/[CH:29]=[CH:30]/[CH2:31][CH2:32][N:33]3[CH2:38][CH2:37][CH2:36][C:35]4([CH2:39][CH2:40][NH:41][CH2:42][CH2:43]4)[CH2:34]3)=[CH:25][C:24]=2[CH3:44])=[C:20]([CH:45]([CH3:47])[CH3:46])[NH:19][N:18]=1)[C@@H:15]1[O:48][C@H:49]([CH2:70][OH:71])[C@@H:50]([OH:61])[C@H:51]([OH:52])[C@H:14]1[OH:13]. Reactant: [OH-].[Na+].Cl.Cl.C([O:13][C@@H:14]1[C@@H:51]([O:52]C(=O)C2C=CC=CC=2)[C@H:50]([O:61]C(=O)C2C=CC=CC=2)[C@@H:49]([CH2:70][O:71]C(=O)C2C=CC=CC=2)[O:48][C@H:15]1[O:16][C:17]1[C:21]([CH2:22][C:23]2[CH:28]=[CH:27][C:26](/[CH:29]=[CH:30]/[CH2:31][CH2:32][N:33]3[CH2:38][CH2:37][CH2:36][C:35]4([CH2:43][CH2:42][NH:41][CH2:40][CH2:39]4)[CH2:34]3)=[CH:25][C:24]=2[CH3:44])=[C:20]([CH:45]([CH3:47])[CH3:46])[NH:19][N:18]=1)(=O)C1C=CC=CC=1. (9) Reactant: [O:1]1[CH:7]=[CH:6][CH:5]=[N:4][C:3](=[O:8])[CH2:2]1.F[B-](F)(F)F.[CH3:14][O+](C)C. Product: [CH3:14][O:8][C:3]1[CH2:2][O:1][CH2:7][CH2:6][CH2:5][N:4]=1. The catalyst class is: 2.